From a dataset of Catalyst prediction with 721,799 reactions and 888 catalyst types from USPTO. Predict which catalyst facilitates the given reaction. (1) Reactant: [F:1][C:2]([F:15])([C:11]([F:14])([F:13])[F:12])[CH2:3][CH2:4][S:5]([CH2:8][C:9]#[N:10])(=[O:7])=[O:6].[F:16][C:17]([S:20][CH2:21][CH2:22]OS(C(F)(F)F)(=O)=O)([F:19])[F:18].C([O-])([O-])=O.[K+].[K+]. Product: [F:15][C:2]([F:1])([C:11]([F:12])([F:13])[F:14])[CH2:3][CH2:4][S:5]([CH:8]([CH2:22][CH2:21][S:20][C:17]([F:19])([F:18])[F:16])[C:9]#[N:10])(=[O:6])=[O:7]. The catalyst class is: 149. (2) Reactant: [Si:1]([CH2:8][CH2:9][CH2:10][O:11][CH2:12][CH:13]([OH:16])[CH2:14][NH2:15])([C:4]([CH3:7])([CH3:6])[CH3:5])([CH3:3])[CH3:2].C(N(CC)CC)C.[C:24](Cl)(=[O:28])[C:25]([CH3:27])=[CH2:26]. Product: [OH:16][CH:13]([CH2:12][O:11][CH2:10][CH2:9][CH2:8][Si:1]([C:4]([CH3:6])([CH3:7])[CH3:5])([CH3:3])[CH3:2])[CH2:14][NH:15][C:24](=[O:28])[C:25]([CH3:27])=[CH2:26]. The catalyst class is: 2. (3) Reactant: [C:1]([O:5][C:6]([N:8]1[CH2:13][CH2:12][CH:11]([C:14]2[C:19](Br)=[CH:18][CH:17]=[CH:16][N:15]=2)[CH2:10][CH2:9]1)=[O:7])([CH3:4])([CH3:3])[CH3:2].[NH:21]1[C:29]2[C:24](=[CH:25][CH:26]=[CH:27][CH:28]=2)[CH2:23][CH2:22]1.C1C=CC(P(C2C(C3C(P(C4C=CC=CC=4)C4C=CC=CC=4)=CC=C4C=3C=CC=C4)=C3C(C=CC=C3)=CC=2)C2C=CC=CC=2)=CC=1.C(O[Na])(C)(C)C. Product: [C:1]([O:5][C:6]([N:8]1[CH2:13][CH2:12][CH:11]([C:14]2[C:19]([N:21]3[C:29]4[C:24](=[CH:25][CH:26]=[CH:27][CH:28]=4)[CH2:23][CH2:22]3)=[CH:18][CH:17]=[CH:16][N:15]=2)[CH2:10][CH2:9]1)=[O:7])([CH3:4])([CH3:3])[CH3:2]. The catalyst class is: 101.